From a dataset of Catalyst prediction with 721,799 reactions and 888 catalyst types from USPTO. Predict which catalyst facilitates the given reaction. (1) Reactant: [Cl:1][C:2]1[CH:7]=[CH:6][C:5]([CH2:8][C:9]2[C:18]3[C:13](=[CH:14][CH:15]=[CH:16][CH:17]=3)[C:12](=[O:19])[N:11]([CH2:20][C@H:21]3[CH2:25][CH2:24][CH2:23][NH:22]3)[N:10]=2)=[CH:4][CH:3]=1.C(S(O[CH2:32][CH2:33][CH2:34][CH2:35][NH:36][S:37]([CH2:40][CH3:41])(=[O:39])=[O:38])(=O)=O)C.C(=O)([O-])O.[Na+].[I-].[Na+]. Product: [ClH:1].[Cl:1][C:2]1[CH:7]=[CH:6][C:5]([CH2:8][C:9]2[C:18]3[C:13](=[CH:14][CH:15]=[CH:16][CH:17]=3)[C:12](=[O:19])[N:11]([CH2:20][C@H:21]3[CH2:25][CH2:24][CH2:23][N:22]3[CH2:32][CH2:33][CH2:34][CH2:35][NH:36][S:37]([CH2:40][CH3:41])(=[O:39])=[O:38])[N:10]=2)=[CH:4][CH:3]=1. The catalyst class is: 121. (2) Reactant: [CH2:1]([O:8][C:9]([NH:11][C@@H:12]([CH2:17][OH:18])[CH2:13][C:14]([OH:16])=O)=[O:10])[C:2]1[CH:7]=[CH:6][CH:5]=[CH:4][CH:3]=1.C1(C)C=CC(S(O)(=O)=O)=CC=1. The catalyst class is: 11. Product: [O:16]=[C:14]1[O:18][CH2:17][C@H:12]([NH:11][C:9](=[O:10])[O:8][CH2:1][C:2]2[CH:3]=[CH:4][CH:5]=[CH:6][CH:7]=2)[CH2:13]1. (3) Reactant: [Cl:1][C:2]1[C:7]([O:8][CH3:9])=[C:6]([O:10][CH3:11])[C:5]([N+:12]([O-])=O)=[CH:4][C:3]=1[O:15][CH3:16].CC(O)=O.[OH-].[Na+]. Product: [Cl:1][C:2]1[C:3]([O:15][CH3:16])=[CH:4][C:5]([NH2:12])=[C:6]([O:10][CH3:11])[C:7]=1[O:8][CH3:9]. The catalyst class is: 415. (4) Reactant: [NH2:1][C:2]1[N:7]=[C:6]([NH:8][C@H:9]([C:11]2[N:16]=[C:15]3[CH:17]=[CH:18][N:19]([CH3:20])[C:14]3=[CH:13][C:12]=2[N:21]([CH3:33])[CH:22]2[CH2:25][N:24](C(OC(C)(C)C)=O)[CH2:23]2)[CH3:10])[C:5]([C:34]#[N:35])=[C:4]([CH3:36])[N:3]=1.[C:37]([OH:43])([C:39]([F:42])([F:41])[F:40])=[O:38]. Product: [C:37]([OH:43])([C:39]([F:42])([F:41])[F:40])=[O:38].[NH2:1][C:2]1[N:7]=[C:6]([NH:8][C@H:9]([C:11]2[N:16]=[C:15]3[CH:17]=[CH:18][N:19]([CH3:20])[C:14]3=[CH:13][C:12]=2[N:21]([CH:22]2[CH2:23][NH:24][CH2:25]2)[CH3:33])[CH3:10])[C:5]([C:34]#[N:35])=[C:4]([CH3:36])[N:3]=1. The catalyst class is: 4. (5) Reactant: [F:8][C:7]([F:10])([F:9])[C:6](O[C:6](=[O:11])[C:7]([F:10])([F:9])[F:8])=[O:11].[CH:14]([O:16][CH3:17])=[CH2:15].[C:18](=O)(O)[O-].[Na+]. Product: [CH2:14]([O:16][CH:17]=[CH:18][C:6](=[O:11])[C:7]([F:8])([F:9])[F:10])[CH3:15]. The catalyst class is: 2.